Dataset: Full USPTO retrosynthesis dataset with 1.9M reactions from patents (1976-2016). Task: Predict the reactants needed to synthesize the given product. Given the product [C:1]([O:5][C:6](=[O:27])[N:7]([C:19]1[CH:24]=[CH:23][C:22]([NH:25][C:68](=[O:69])[CH2:67][N:61]2[CH2:66][CH2:65][CH2:64][CH2:63][CH2:62]2)=[C:21]([CH3:26])[CH:20]=1)[CH2:8][C:9]1[CH:14]=[CH:13][C:12]([C:15]([F:17])([F:16])[F:18])=[CH:11][CH:10]=1)([CH3:4])([CH3:3])[CH3:2], predict the reactants needed to synthesize it. The reactants are: [C:1]([O:5][C:6](=[O:27])[N:7]([C:19]1[CH:24]=[CH:23][C:22]([NH2:25])=[C:21]([CH3:26])[CH:20]=1)[CH2:8][C:9]1[CH:14]=[CH:13][C:12]([C:15]([F:18])([F:17])[F:16])=[CH:11][CH:10]=1)([CH3:4])([CH3:3])[CH3:2].F[P-](F)(F)(F)(F)F.N1(OC(N(C)C)=[N+](C)C)C2N=CC=CC=2N=N1.CCN(C(C)C)C(C)C.[N:61]1([CH2:67][C:68](O)=[O:69])[CH2:66][CH2:65][CH2:64][CH2:63][CH2:62]1.